Dataset: NCI-60 drug combinations with 297,098 pairs across 59 cell lines. Task: Regression. Given two drug SMILES strings and cell line genomic features, predict the synergy score measuring deviation from expected non-interaction effect. (1) Drug 1: C1=CC(=CC=C1CCCC(=O)O)N(CCCl)CCCl. Drug 2: C1=CN(C(=O)N=C1N)C2C(C(C(O2)CO)O)O.Cl. Cell line: SN12C. Synergy scores: CSS=13.1, Synergy_ZIP=-13.2, Synergy_Bliss=-12.4, Synergy_Loewe=-28.1, Synergy_HSA=-9.09. (2) Drug 1: CC1=C2C(C(=O)C3(C(CC4C(C3C(C(C2(C)C)(CC1OC(=O)C(C(C5=CC=CC=C5)NC(=O)OC(C)(C)C)O)O)OC(=O)C6=CC=CC=C6)(CO4)OC(=O)C)OC)C)OC. Drug 2: CNC(=O)C1=CC=CC=C1SC2=CC3=C(C=C2)C(=NN3)C=CC4=CC=CC=N4. Cell line: HOP-62. Synergy scores: CSS=46.4, Synergy_ZIP=9.03, Synergy_Bliss=9.23, Synergy_Loewe=-18.4, Synergy_HSA=7.49. (3) Drug 1: CC1=C(C(=CC=C1)Cl)NC(=O)C2=CN=C(S2)NC3=CC(=NC(=N3)C)N4CCN(CC4)CCO. Drug 2: CC1C(C(CC(O1)OC2CC(OC(C2O)C)OC3=CC4=CC5=C(C(=O)C(C(C5)C(C(=O)C(C(C)O)O)OC)OC6CC(C(C(O6)C)O)OC7CC(C(C(O7)C)O)OC8CC(C(C(O8)C)O)(C)O)C(=C4C(=C3C)O)O)O)O. Cell line: BT-549. Synergy scores: CSS=47.0, Synergy_ZIP=-0.343, Synergy_Bliss=3.40, Synergy_Loewe=-1.22, Synergy_HSA=0.193. (4) Drug 1: C1=NC2=C(N=C(N=C2N1C3C(C(C(O3)CO)O)O)F)N. Drug 2: C1=NC2=C(N=C(N=C2N1C3C(C(C(O3)CO)O)F)Cl)N. Cell line: UO-31. Synergy scores: CSS=3.85, Synergy_ZIP=-2.74, Synergy_Bliss=-1.08, Synergy_Loewe=-2.48, Synergy_HSA=-0.771. (5) Drug 1: CN(C)N=NC1=C(NC=N1)C(=O)N. Drug 2: C1=NC2=C(N1)C(=S)N=C(N2)N. Cell line: RXF 393. Synergy scores: CSS=25.0, Synergy_ZIP=-4.53, Synergy_Bliss=2.93, Synergy_Loewe=-21.6, Synergy_HSA=2.69.